This data is from Peptide-MHC class I binding affinity with 185,985 pairs from IEDB/IMGT. The task is: Regression. Given a peptide amino acid sequence and an MHC pseudo amino acid sequence, predict their binding affinity value. This is MHC class I binding data. (1) The peptide sequence is AVIFTPIYY. The MHC is HLA-A31:01 with pseudo-sequence HLA-A31:01. The binding affinity (normalized) is 0.149. (2) The peptide sequence is VPLDEDFRKY. The MHC is HLA-B44:02 with pseudo-sequence HLA-B44:02. The binding affinity (normalized) is 0. (3) The peptide sequence is LQAGFFLLT. The MHC is HLA-A02:03 with pseudo-sequence HLA-A02:03. The binding affinity (normalized) is 0.00491. (4) The peptide sequence is TGIVSSMHY. The MHC is HLA-A02:01 with pseudo-sequence HLA-A02:01. The binding affinity (normalized) is 0.0847.